This data is from Reaction yield outcomes from USPTO patents with 853,638 reactions. The task is: Predict the reaction yield, written as a fraction of the theoretical maximum amount of product (1.0 means a 100% yield; for example, 0.34 means a 34% yield). The reactants are [C:1]1([S:7][C:8]2[CH:13]=[CH:12][CH:11]=[CH:10][C:9]=2[NH:14][S:15]([C:18]2[CH:30]=[CH:29][C:21]([C:22]([NH:24][CH2:25][C:26]([OH:28])=O)=[O:23])=[CH:20][CH:19]=2)(=[O:17])=[O:16])[CH:6]=[CH:5][CH:4]=[CH:3][CH:2]=1.C(OC([N:38]1[CH2:43][CH2:42][CH:41]([CH2:44][NH2:45])[CH2:40][CH2:39]1)=O)(C)(C)C.CN(C(ON1N=NC2C=CC=CC1=2)=[N+](C)C)C.F[P-](F)(F)(F)(F)F.C(N(CC)CC)C.[Cl:77]CCl. The catalyst is CN(C)C=O. The product is [ClH:77].[C:1]1([S:7][C:8]2[CH:13]=[CH:12][CH:11]=[CH:10][C:9]=2[NH:14][S:15]([C:18]2[CH:30]=[CH:29][C:21]([C:22]([NH:24][CH2:25][C:26](=[O:28])[NH:45][CH2:44][CH:41]3[CH2:42][CH2:43][NH:38][CH2:39][CH2:40]3)=[O:23])=[CH:20][CH:19]=2)(=[O:16])=[O:17])[CH:2]=[CH:3][CH:4]=[CH:5][CH:6]=1. The yield is 0.620.